From a dataset of NCI-60 drug combinations with 297,098 pairs across 59 cell lines. Regression. Given two drug SMILES strings and cell line genomic features, predict the synergy score measuring deviation from expected non-interaction effect. (1) Drug 1: CC1C(C(CC(O1)OC2CC(CC3=C2C(=C4C(=C3O)C(=O)C5=C(C4=O)C(=CC=C5)OC)O)(C(=O)C)O)N)O.Cl. Drug 2: CCN(CC)CCNC(=O)C1=C(NC(=C1C)C=C2C3=C(C=CC(=C3)F)NC2=O)C. Cell line: MDA-MB-435. Synergy scores: CSS=6.69, Synergy_ZIP=1.37, Synergy_Bliss=6.31, Synergy_Loewe=0.210, Synergy_HSA=1.34. (2) Drug 1: CC1=C(C=C(C=C1)C(=O)NC2=CC(=CC(=C2)C(F)(F)F)N3C=C(N=C3)C)NC4=NC=CC(=N4)C5=CN=CC=C5. Drug 2: CC1C(C(CC(O1)OC2CC(CC3=C2C(=C4C(=C3O)C(=O)C5=C(C4=O)C(=CC=C5)OC)O)(C(=O)CO)O)N)O.Cl. Cell line: T-47D. Synergy scores: CSS=24.0, Synergy_ZIP=3.00, Synergy_Bliss=4.26, Synergy_Loewe=-15.2, Synergy_HSA=0.914. (3) Drug 1: CN1CCC(CC1)COC2=C(C=C3C(=C2)N=CN=C3NC4=C(C=C(C=C4)Br)F)OC. Drug 2: CCC1(CC2CC(C3=C(CCN(C2)C1)C4=CC=CC=C4N3)(C5=C(C=C6C(=C5)C78CCN9C7C(C=CC9)(C(C(C8N6C)(C(=O)OC)O)OC(=O)C)CC)OC)C(=O)OC)O.OS(=O)(=O)O. Cell line: A549. Synergy scores: CSS=29.1, Synergy_ZIP=1.20, Synergy_Bliss=3.21, Synergy_Loewe=-4.38, Synergy_HSA=4.14. (4) Drug 1: CCC1=C2CN3C(=CC4=C(C3=O)COC(=O)C4(CC)O)C2=NC5=C1C=C(C=C5)O. Drug 2: CNC(=O)C1=NC=CC(=C1)OC2=CC=C(C=C2)NC(=O)NC3=CC(=C(C=C3)Cl)C(F)(F)F. Cell line: UACC-257. Synergy scores: CSS=1.35, Synergy_ZIP=-1.16, Synergy_Bliss=0.539, Synergy_Loewe=-3.25, Synergy_HSA=-0.939. (5) Drug 1: CC1C(C(CC(O1)OC2CC(CC3=C2C(=C4C(=C3O)C(=O)C5=C(C4=O)C(=CC=C5)OC)O)(C(=O)C)O)N)O.Cl. Drug 2: CCC1(C2=C(COC1=O)C(=O)N3CC4=CC5=C(C=CC(=C5CN(C)C)O)N=C4C3=C2)O.Cl. Cell line: BT-549. Synergy scores: CSS=22.3, Synergy_ZIP=-7.16, Synergy_Bliss=-1.58, Synergy_Loewe=-4.71, Synergy_HSA=0.258. (6) Drug 1: CC(C1=C(C=CC(=C1Cl)F)Cl)OC2=C(N=CC(=C2)C3=CN(N=C3)C4CCNCC4)N. Drug 2: CC1=C(N=C(N=C1N)C(CC(=O)N)NCC(C(=O)N)N)C(=O)NC(C(C2=CN=CN2)OC3C(C(C(C(O3)CO)O)O)OC4C(C(C(C(O4)CO)O)OC(=O)N)O)C(=O)NC(C)C(C(C)C(=O)NC(C(C)O)C(=O)NCCC5=NC(=CS5)C6=NC(=CS6)C(=O)NCCC[S+](C)C)O. Cell line: NCI-H226. Synergy scores: CSS=3.80, Synergy_ZIP=-4.79, Synergy_Bliss=-7.64, Synergy_Loewe=-13.9, Synergy_HSA=-6.78. (7) Drug 1: CN1CCC(CC1)COC2=C(C=C3C(=C2)N=CN=C3NC4=C(C=C(C=C4)Br)F)OC. Drug 2: CCCCC(=O)OCC(=O)C1(CC(C2=C(C1)C(=C3C(=C2O)C(=O)C4=C(C3=O)C=CC=C4OC)O)OC5CC(C(C(O5)C)O)NC(=O)C(F)(F)F)O. Cell line: K-562. Synergy scores: CSS=20.1, Synergy_ZIP=1.62, Synergy_Bliss=3.74, Synergy_Loewe=1.80, Synergy_HSA=3.82. (8) Drug 1: C1CCC(CC1)NC(=O)N(CCCl)N=O. Drug 2: CS(=O)(=O)CCNCC1=CC=C(O1)C2=CC3=C(C=C2)N=CN=C3NC4=CC(=C(C=C4)OCC5=CC(=CC=C5)F)Cl. Cell line: SF-539. Synergy scores: CSS=1.64, Synergy_ZIP=2.06, Synergy_Bliss=0.606, Synergy_Loewe=-1.90, Synergy_HSA=-0.648. (9) Drug 1: CC1=C(C=C(C=C1)NC(=O)C2=CC=C(C=C2)CN3CCN(CC3)C)NC4=NC=CC(=N4)C5=CN=CC=C5. Drug 2: CC1=C(C=C(C=C1)C(=O)NC2=CC(=CC(=C2)C(F)(F)F)N3C=C(N=C3)C)NC4=NC=CC(=N4)C5=CN=CC=C5. Cell line: NCI/ADR-RES. Synergy scores: CSS=-1.07, Synergy_ZIP=1.57, Synergy_Bliss=0.561, Synergy_Loewe=-3.63, Synergy_HSA=-3.64.